This data is from Reaction yield outcomes from USPTO patents with 853,638 reactions. The task is: Predict the reaction yield, written as a fraction of the theoretical maximum amount of product (1.0 means a 100% yield; for example, 0.34 means a 34% yield). (1) The reactants are C(O)(C(F)(F)F)=O.[CH3:8][N:9]1[CH2:14][CH2:13][N:12]([C:15]2[N:20]=[CH:19][C:18]([C:21]3[CH:30]=[C:29]([C:31]([NH:33][CH2:34][C@H:35]4[CH2:40][CH2:39][C@H:38]([CH2:41][NH:42]C(=O)OC(C)(C)C)[CH2:37][CH2:36]4)=[O:32])[C:28]4[C:23](=[CH:24][CH:25]=[CH:26][CH:27]=4)[N:22]=3)=[CH:17][CH:16]=2)[CH2:11][CH2:10]1. The catalyst is C(Cl)Cl. The product is [NH2:42][CH2:41][C@H:38]1[CH2:37][CH2:36][C@H:35]([CH2:34][NH:33][C:31]([C:29]2[C:28]3[C:23](=[CH:24][CH:25]=[CH:26][CH:27]=3)[N:22]=[C:21]([C:18]3[CH:19]=[N:20][C:15]([N:12]4[CH2:11][CH2:10][N:9]([CH3:8])[CH2:14][CH2:13]4)=[CH:16][CH:17]=3)[CH:30]=2)=[O:32])[CH2:40][CH2:39]1. The yield is 0.990. (2) The reactants are [C:1]1(B(O)O)[CH:6]=[CH:5][CH:4]=[CH:3][CH:2]=1.Cl[C:11]1[C:20]2[C:15](=[CH:16][CH:17]=[CH:18][CH:19]=2)[CH:14]=[CH:13][N:12]=1.C1(C)C=CC=CC=1.C(=O)([O-])[O-].[Na+].[Na+]. The catalyst is C1C=CC([P]([Pd]([P](C2C=CC=CC=2)(C2C=CC=CC=2)C2C=CC=CC=2)([P](C2C=CC=CC=2)(C2C=CC=CC=2)C2C=CC=CC=2)[P](C2C=CC=CC=2)(C2C=CC=CC=2)C2C=CC=CC=2)(C2C=CC=CC=2)C2C=CC=CC=2)=CC=1.C(O)C. The product is [C:1]1([C:11]2[C:20]3[C:15](=[CH:16][CH:17]=[CH:18][CH:19]=3)[CH:14]=[CH:13][N:12]=2)[CH:6]=[CH:5][CH:4]=[CH:3][CH:2]=1. The yield is 0.430. (3) The reactants are [H-].[Na+].[C:3]([O:7][C:8]([N:10]1[CH2:15][CH2:14][N:13]([C:16]2[CH:17]=[C:18]3[C:22](=[CH:23][CH:24]=2)[NH:21][N:20]=[CH:19]3)[CH2:12][CH2:11]1)=[O:9])([CH3:6])([CH3:5])[CH3:4].[CH3:25]I. The catalyst is CN(C=O)C. The product is [C:3]([O:7][C:8]([N:10]1[CH2:11][CH2:12][N:13]([C:16]2[CH:17]=[C:18]3[C:22](=[CH:23][CH:24]=2)[N:21]([CH3:25])[N:20]=[CH:19]3)[CH2:14][CH2:15]1)=[O:9])([CH3:6])([CH3:4])[CH3:5]. The yield is 0.220. (4) The reactants are [NH2:1][C:2]1[C:11]2[C:6](=[C:7](Br)[CH:8]=[CH:9][CH:10]=2)[N:5]=[N:4][C:3]=1[C:13]([NH:15][CH2:16][CH2:17][CH3:18])=[O:14].[F:19][C:20]1[CH:21]=[CH:22][C:23]([O:29][CH3:30])=[C:24](B(O)O)[CH:25]=1. No catalyst specified. The product is [NH2:1][C:2]1[C:11]2[C:6](=[C:7]([C:22]3[CH:21]=[C:20]([F:19])[CH:25]=[CH:24][C:23]=3[O:29][CH3:30])[CH:8]=[CH:9][CH:10]=2)[N:5]=[N:4][C:3]=1[C:13]([NH:15][CH2:16][CH2:17][CH3:18])=[O:14]. The yield is 0.810. (5) The reactants are OC1CCN(CC2C=CC=CC=2)CC1.C([N:22]1[CH2:27][CH2:26][CH:25]([O:28][C:29](=[O:43])[NH:30][C:31]2[CH:36]=[CH:35][CH:34]=[CH:33][C:32]=2[C:37]2[CH:42]=[CH:41][CH:40]=[CH:39][CH:38]=2)[CH2:24][CH2:23]1)C1C=CC=CC=1.Cl.C([O-])=O.[NH4+]. The catalyst is C(O)C. The product is [NH:22]1[CH2:23][CH2:24][CH:25]([O:28][C:29](=[O:43])[NH:30][C:31]2[CH:36]=[CH:35][CH:34]=[CH:33][C:32]=2[C:37]2[CH:42]=[CH:41][CH:40]=[CH:39][CH:38]=2)[CH2:26][CH2:27]1. The yield is 1.00.